Task: Predict the reactants needed to synthesize the given product.. Dataset: Full USPTO retrosynthesis dataset with 1.9M reactions from patents (1976-2016) (1) Given the product [NH2:11][CH:4]([C:5]1[CH:6]=[CH:7][CH:8]=[CH:9][CH:10]=1)[CH2:3][CH2:2][N:30]1[CH2:29][CH2:28][CH:27]([CH:25]([C:19]2[CH:24]=[CH:23][CH:22]=[CH:21][CH:20]=2)[OH:26])[CH2:32][CH2:31]1, predict the reactants needed to synthesize it. The reactants are: Br[CH2:2][CH2:3][CH:4]([NH:11]C(OC(C)(C)C)=O)[C:5]1[CH:10]=[CH:9][CH:8]=[CH:7][CH:6]=1.[C:19]1([CH:25]([CH:27]2[CH2:32][CH2:31][NH:30][CH2:29][CH2:28]2)[OH:26])[CH:24]=[CH:23][CH:22]=[CH:21][CH:20]=1. (2) Given the product [CH3:70][O:69][C:67](=[O:66])[CH2:68][C:4]1[CH:3]=[C:2]([Cl:1])[CH:11]=[C:10]2[C:5]=1[C:6]([CH3:21])=[C:7]([CH2:13][C:14]1[CH:19]=[CH:18][C:17]([Cl:20])=[CH:16][CH:15]=1)[C:8]([CH3:12])=[N:9]2, predict the reactants needed to synthesize it. The reactants are: [Cl:1][C:2]1[CH:11]=[C:10]2[C:5]([C:6]([CH3:21])=[C:7]([CH2:13][C:14]3[CH:19]=[CH:18][C:17]([Cl:20])=[CH:16][CH:15]=3)[C:8]([CH3:12])=[N:9]2)=[C:4](OS(C(F)(F)F)(=O)=O)[CH:3]=1.ClC1C=C(OS(C(F)(F)F)(=O)=O)C=C2C=1C(C)=C(CC1C=CC(Cl)=CC=1)C(C)=N2.C([Si]([O:66][C:67]([O:69][CH3:70])=[CH2:68])(C)C)(C)(C)C.C([O-])(=O)C.[Na+]. (3) The reactants are: Cl.Cl[C:3]1[N:4]=[CH:5][C:6]2[N:12]([CH3:13])[C:11](=[O:14])[C:10]([CH3:16])([CH3:15])[CH2:9][N:8]([C@@H:17]3[CH2:21][CH2:20][C:19]([F:23])([F:22])[CH2:18]3)[C:7]=2[N:24]=1.[NH2:25][C:26]1[CH:37]=[CH:36][C:29]([C:30]([NH:32][CH:33]2[CH2:35][CH2:34]2)=[O:31])=[CH:28][C:27]=1[O:38][CH3:39]. Given the product [CH:33]1([NH:32][C:30](=[O:31])[C:29]2[CH:36]=[CH:37][C:26]([NH:25][C:3]3[N:4]=[CH:5][C:6]4[N:12]([CH3:13])[C:11](=[O:14])[C:10]([CH3:15])([CH3:16])[CH2:9][N:8]([C@@H:17]5[CH2:21][CH2:20][C:19]([F:22])([F:23])[CH2:18]5)[C:7]=4[N:24]=3)=[C:27]([O:38][CH3:39])[CH:28]=2)[CH2:34][CH2:35]1, predict the reactants needed to synthesize it. (4) Given the product [CH:21]1([S:27][C:28]2[C:33]([CH2:34][NH:35][C:12]([NH:11][C:2]3[CH:3]=[CH:4][C:5]4[C:10](=[CH:9][CH:8]=[CH:7][CH:6]=4)[N:1]=3)=[O:20])=[CH:32][CH:31]=[C:30]([C:36]([F:38])([F:39])[F:37])[N:29]=2)[CH2:22][CH2:23][CH2:24][CH2:25][CH2:26]1, predict the reactants needed to synthesize it. The reactants are: [N:1]1[C:10]2[C:5](=[CH:6][CH:7]=[CH:8][CH:9]=2)[CH:4]=[CH:3][C:2]=1[NH:11][C:12](=[O:20])OC1C=CC=CC=1.[CH:21]1([S:27][C:28]2[C:33]([CH2:34][NH2:35])=[CH:32][CH:31]=[C:30]([C:36]([F:39])([F:38])[F:37])[N:29]=2)[CH2:26][CH2:25][CH2:24][CH2:23][CH2:22]1.C(N(CC)CC)C. (5) Given the product [C:27]([NH:31][S:32]([C:35]1[S:36][C:37]([C:2]2[CH:7]=[CH:6][CH:5]=[C:4]([C:8]3[N:13]=[C:12]([CH:14]([F:16])[F:15])[CH:11]=[C:10]([C:17]4[CH:18]=[CH:19][C:20]([C:23]([F:24])([F:25])[F:26])=[CH:21][CH:22]=4)[N:9]=3)[CH:3]=2)=[CH:38][CH:39]=1)(=[O:33])=[O:34])([CH3:30])([CH3:28])[CH3:29], predict the reactants needed to synthesize it. The reactants are: Br[C:2]1[CH:3]=[C:4]([C:8]2[N:13]=[C:12]([CH:14]([F:16])[F:15])[CH:11]=[C:10]([C:17]3[CH:22]=[CH:21][C:20]([C:23]([F:26])([F:25])[F:24])=[CH:19][CH:18]=3)[N:9]=2)[CH:5]=[CH:6][CH:7]=1.[C:27]([NH:31][S:32]([C:35]1[S:36][C:37](B2OC(C)(C)C(C)(C)O2)=[CH:38][CH:39]=1)(=[O:34])=[O:33])([CH3:30])([CH3:29])[CH3:28]. (6) Given the product [CH3:7][C:5]([N:8]1[CH:12]=[C:11]([C:39]2[CH:40]=[N:41][C:42]3[C:47]([CH:48]=2)=[CH:46][C:45]([S:49][C:50]2[N:54]4[N:55]=[C:56]([CH3:59])[CH:57]=[CH:58][C:53]4=[N:52][N:51]=2)=[CH:44][CH:43]=3)[CH:10]=[N:9]1)([CH3:6])[C:4]([OH:3])=[O:14], predict the reactants needed to synthesize it. The reactants are: C([O:3][C:4](=[O:14])[C:5]([N:8]1[CH:12]=[C:11](I)[CH:10]=[N:9]1)([CH3:7])[CH3:6])C.B1(B2OC(C)(C)C(C)(C)O2)OC(C)(C)C(C)(C)O1.C([O-])(=O)C.[K+].Br[C:39]1[CH:40]=[N:41][C:42]2[C:47]([CH:48]=1)=[CH:46][C:45]([S:49][C:50]1[N:54]3[N:55]=[C:56]([CH3:59])[CH:57]=[CH:58][C:53]3=[N:52][N:51]=1)=[CH:44][CH:43]=2.C(=O)([O-])[O-].[K+].[K+].S([O-])([O-])(=O)=O.[Na+].[Na+]. (7) Given the product [C:15]1([C:23]2[CH:24]=[CH:25][CH:26]=[CH:27][CH:28]=2)[CH:20]=[CH:19][CH:18]=[CH:17][C:16]=1[CH2:21][N:12]1[CH2:13][CH2:14][N:9]([C:4]2[CH:5]=[CH:6][CH:7]=[CH:8][C:3]=2[Cl:2])[CH2:10][CH2:11]1, predict the reactants needed to synthesize it. The reactants are: Cl.[Cl:2][C:3]1[CH:8]=[CH:7][CH:6]=[CH:5][C:4]=1[N:9]1[CH2:14][CH2:13][NH:12][CH2:11][CH2:10]1.[C:15]1([C:23]2[CH:28]=[CH:27][CH:26]=[CH:25][CH:24]=2)[C:16]([CH:21]=O)=[CH:17][CH:18]=[CH:19][CH:20]=1.[BH-](OC(C)=O)(OC(C)=O)OC(C)=O.[Na+].C1(C2C=CC=CC=2)C=CC=CC=1CN1CCN(C2C=CC=CC=2)CC1.